Dataset: Forward reaction prediction with 1.9M reactions from USPTO patents (1976-2016). Task: Predict the product of the given reaction. (1) Given the reactants C[O:2][C:3]([C@@H:5]1[CH2:9][C@@H:8]([S:10]([CH2:13][CH:14]2[CH2:16][CH2:15]2)(=[O:12])=[O:11])[CH2:7][N:6]1[C:17]1[N:18]([C:23]2[CH:28]=[CH:27][C:26]([C:29]([F:32])([F:31])[F:30])=[CH:25][CH:24]=2)[N:19]=[C:20]([CH3:22])[CH:21]=1)=[O:4].[OH-].[Li+], predict the reaction product. The product is: [CH:14]1([CH2:13][S:10]([C@H:8]2[CH2:7][N:6]([C:17]3[N:18]([C:23]4[CH:28]=[CH:27][C:26]([C:29]([F:32])([F:30])[F:31])=[CH:25][CH:24]=4)[N:19]=[C:20]([CH3:22])[CH:21]=3)[C@H:5]([C:3]([OH:4])=[O:2])[CH2:9]2)(=[O:11])=[O:12])[CH2:16][CH2:15]1. (2) Given the reactants [CH3:1][O:2][C:3](=[O:13])[C:4]1[CH:9]=[CH:8][C:7](F)=[CH:6][C:5]=1[C:11]#[N:12].Cl.[CH3:15][NH:16][CH3:17].C(=O)([O-])[O-].[K+].[K+], predict the reaction product. The product is: [CH3:1][O:2][C:3](=[O:13])[C:4]1[CH:9]=[CH:8][C:7]([N:16]([CH3:17])[CH3:15])=[CH:6][C:5]=1[C:11]#[N:12]. (3) The product is: [C:9]([NH:16][CH2:17][CH2:18][NH:19][CH2:20][CH2:21][NH2:22])([O:11][C:12]([CH3:13])([CH3:14])[CH3:15])=[O:10]. Given the reactants [C:9](O[C:9]([O:11][C:12]([CH3:15])([CH3:14])[CH3:13])=[O:10])([O:11][C:12]([CH3:15])([CH3:14])[CH3:13])=[O:10].[NH2:16][CH2:17][CH2:18][NH:19][CH2:20][CH2:21][NH2:22], predict the reaction product. (4) Given the reactants [Br:1][C:2]1[CH:7]=[C:6]([F:8])[CH:5]=[CH:4][C:3]=1[S:9](Cl)(=[O:11])=[O:10].[NH2:13][C:14]1[CH:23]=[CH:22][C:21]2[N:20]3[CH2:24][CH2:25][CH2:26][CH:19]3[CH2:18][CH2:17][C:16]=2[C:15]=1[C:27]([O:29][CH3:30])=[O:28], predict the reaction product. The product is: [Br:1][C:2]1[CH:7]=[C:6]([F:8])[CH:5]=[CH:4][C:3]=1[S:9]([NH:13][C:14]1[CH:23]=[CH:22][C:21]2[N:20]3[CH2:24][CH2:25][CH2:26][CH:19]3[CH2:18][CH2:17][C:16]=2[C:15]=1[C:27]([O:29][CH3:30])=[O:28])(=[O:11])=[O:10]. (5) Given the reactants [Cl:1][C:2]1[CH:3]=[C:4]([NH:8][C:9]2[C:14]([C:15]([NH2:17])=[O:16])=[CH:13][N:12]=[C:11](SC)[N:10]=2)[CH:5]=[CH:6][CH:7]=1.C1C=C(Cl)C=C(C(OO)=O)C=1.CCN(C(C)C)C(C)C.[NH2:40][C@@H:41]1[CH2:46][CH2:45][O:44][CH2:43][C@@H:42]1[NH:47][C:48](=[O:54])[O:49][C:50]([CH3:53])([CH3:52])[CH3:51], predict the reaction product. The product is: [C:15]([C:14]1[C:9]([NH:8][C:4]2[CH:5]=[CH:6][CH:7]=[C:2]([Cl:1])[CH:3]=2)=[N:10][C:11]([NH:40][C@@H:41]2[CH2:46][CH2:45][O:44][CH2:43][C@@H:42]2[NH:47][C:48](=[O:54])[O:49][C:50]([CH3:52])([CH3:51])[CH3:53])=[N:12][CH:13]=1)(=[O:16])[NH2:17]. (6) The product is: [Br:16][C:13]1[CH:14]=[CH:15][C:10]([O:6][CH:4]2[CH2:5][N:2]([CH3:1])[CH2:3]2)=[N:11][CH:12]=1. Given the reactants [CH3:1][N:2]1[CH2:5][CH:4]([OH:6])[CH2:3]1.[H-].[Na+].Br[C:10]1[CH:15]=[CH:14][C:13]([Br:16])=[CH:12][N:11]=1.C(OCC)(=O)C, predict the reaction product.